The task is: Predict the reactants needed to synthesize the given product.. This data is from Full USPTO retrosynthesis dataset with 1.9M reactions from patents (1976-2016). (1) Given the product [Cl:33][C:23]1[C:24]2[C:30]([F:31])=[CH:29][CH:28]=[C:27]([F:32])[C:25]=2[S:26][C:22]=1[C:20]([N:19]([CH2:34][C:35]1[CH:36]=[C:37]([C:43]2[CH:48]=[CH:47][N:46]=[C:45]([C:49]([O:51][CH3:52])=[O:50])[CH:44]=2)[CH:38]=[CH:39][C:40]=1[O:41][CH3:42])[CH:16]1[CH2:17][CH2:18][CH:13]([NH:12][CH3:10])[CH2:14][CH2:15]1)=[O:21], predict the reactants needed to synthesize it. The reactants are: C(Cl)(=O)C.C(O[C:10]([N:12](C)[CH:13]1[CH2:18][CH2:17][CH:16]([N:19]([CH2:34][C:35]2[CH:36]=[C:37]([C:43]3[CH:48]=[CH:47][N:46]=[C:45]([C:49]([O:51][CH3:52])=[O:50])[CH:44]=3)[CH:38]=[CH:39][C:40]=2[O:41][CH3:42])[C:20]([C:22]2[S:26][C:25]3[C:27]([F:32])=[CH:28][CH:29]=[C:30]([F:31])[C:24]=3[C:23]=2[Cl:33])=[O:21])[CH2:15][CH2:14]1)=O)(C)(C)C. (2) The reactants are: [CH3:1][O:2][C:3]1[C:13]2[CH2:12][CH2:11]N[CH2:9][CH2:8][C:7]=2[CH:6]=[CH:5][CH:4]=1.CS(OCCC1C(CCOS(C)(=O)=O)=CC=CC=1OC)(=O)=O. Given the product [CH3:1][O:2][C:3]1[CH:4]=[CH:5][CH:6]=[C:7]2[C:13]=1[CH2:12][CH:11]=[CH:9][CH2:8]2, predict the reactants needed to synthesize it.